Dataset: Forward reaction prediction with 1.9M reactions from USPTO patents (1976-2016). Task: Predict the product of the given reaction. (1) Given the reactants [CH2:1]([NH:7][C:8](=[O:33])[NH:9][C:10]1[CH:15]=[CH:14][C:13]([S:16]([NH:19][C:20]2[CH:25]=[CH:24][C:23]([N:26]3[CH2:31][CH2:30][C:29](=O)[CH2:28][CH2:27]3)=[CH:22][CH:21]=2)(=[O:18])=[O:17])=[CH:12][CH:11]=1)[CH2:2][CH2:3][CH2:4][CH2:5][CH3:6].C([O:41][C:42]1[CH:47]=[CH:46][C:45]([C@@H:48]([OH:51])[CH2:49][NH2:50])=[CH:44][C:43]=1[NH:52][S:53]([CH3:56])(=[O:55])=[O:54])C1C=CC=CC=1, predict the reaction product. The product is: [CH2:1]([NH:7][C:8]([NH:9][C:10]1[CH:11]=[CH:12][C:13]([S:16]([NH:19][C:20]2[CH:21]=[CH:22][C:23]([N:26]3[CH2:27][CH2:28][CH:29]([NH:50][CH2:49][C@H:48]([OH:51])[C:45]4[CH:46]=[CH:47][C:42]([OH:41])=[C:43]([NH:52][S:53]([CH3:56])(=[O:55])=[O:54])[CH:44]=4)[CH2:30][CH2:31]3)=[CH:24][CH:25]=2)(=[O:17])=[O:18])=[CH:14][CH:15]=1)=[O:33])[CH2:2][CH2:3][CH2:4][CH2:5][CH3:6]. (2) Given the reactants [Cl:1][C:2]1[C:3](=[O:10])[NH:4][C:5]([CH3:9])=[CH:6][C:7]=1[OH:8].C1CCN2C(=NCCC2)CC1.[F:22][C:23]1[CH:30]=[C:29]([F:31])[CH:28]=[CH:27][C:24]=1[CH2:25]Br, predict the reaction product. The product is: [Cl:1][C:2]1[C:3](=[O:10])[NH:4][C:5]([CH3:9])=[CH:6][C:7]=1[O:8][CH2:25][C:24]1[CH:27]=[CH:28][C:29]([F:31])=[CH:30][C:23]=1[F:22].